Dataset: Reaction yield outcomes from USPTO patents with 853,638 reactions. Task: Predict the reaction yield, written as a fraction of the theoretical maximum amount of product (1.0 means a 100% yield; for example, 0.34 means a 34% yield). (1) The reactants are [N:1]([C@@H:4]([C@@H:40]([C:44]1[CH:49]=[CH:48][C:47]([Cl:50])=[CH:46][CH:45]=1)[CH:41]([CH3:43])[CH3:42])[C:5]([NH:7][C:8]1[CH:9]=[N:10][CH:11]=[C:12]([F:39])[C:13]=1[CH2:14][CH2:15][C@@H:16]1[N:21]([S:22]([C:25]2[CH:30]=[CH:29][CH:28]=[CH:27][CH:26]=2)(=[O:24])=[O:23])[C@@H:20]([CH3:31])[CH2:19][N:18]([C:32]([O:34][C:35]([CH3:38])([CH3:37])[CH3:36])=[O:33])[CH2:17]1)=[O:6])=[N+]=[N-].CP(C)C. The catalyst is CCOC(C)=O.O. The product is [NH2:1][C@@H:4]([C@@H:40]([C:44]1[CH:49]=[CH:48][C:47]([Cl:50])=[CH:46][CH:45]=1)[CH:41]([CH3:43])[CH3:42])[C:5]([NH:7][C:8]1[CH:9]=[N:10][CH:11]=[C:12]([F:39])[C:13]=1[CH2:14][CH2:15][C@@H:16]1[N:21]([S:22]([C:25]2[CH:30]=[CH:29][CH:28]=[CH:27][CH:26]=2)(=[O:23])=[O:24])[C@@H:20]([CH3:31])[CH2:19][N:18]([C:32]([O:34][C:35]([CH3:37])([CH3:38])[CH3:36])=[O:33])[CH2:17]1)=[O:6]. The yield is 0.390. (2) The reactants are Cl.[N:2]1[CH:7]=[CH:6][CH:5]=[CH:4][C:3]=1[C:8]1[CH:16]=[CH:15][C:11]([C:12]([OH:14])=O)=[CH:10][CH:9]=1.[CH3:17][O:18][C:19]1[CH:24]=[CH:23][CH:22]=[CH:21][C:20]=1[N:25]1[CH2:30][CH2:29][N:28]([CH2:31]/[CH:32]=[CH:33]/[CH2:34][NH2:35])[CH2:27][CH2:26]1.Cl. No catalyst specified. The product is [CH3:17][O:18][C:19]1[CH:24]=[CH:23][CH:22]=[CH:21][C:20]=1[N:25]1[CH2:26][CH2:27][N:28]([CH2:31]/[CH:32]=[CH:33]/[CH2:34][NH:35][C:12](=[O:14])[C:11]2[CH:10]=[CH:9][C:8]([C:3]3[CH:4]=[CH:5][CH:6]=[CH:7][N:2]=3)=[CH:16][CH:15]=2)[CH2:29][CH2:30]1. The yield is 0.650.